From a dataset of Reaction yield outcomes from USPTO patents with 853,638 reactions. Predict the reaction yield, written as a fraction of the theoretical maximum amount of product (1.0 means a 100% yield; for example, 0.34 means a 34% yield). The reactants are [I:1][C:2]1[CH:8]=[CH:7][C:5]([NH2:6])=[C:4]([CH3:9])[CH:3]=1.[N:10]([O-])=O.[Na+]. The catalyst is C(O)(=O)C.O. The product is [I:1][C:2]1[CH:3]=[C:4]2[C:5](=[CH:7][CH:8]=1)[NH:6][N:10]=[CH:9]2. The yield is 0.990.